Dataset: Forward reaction prediction with 1.9M reactions from USPTO patents (1976-2016). Task: Predict the product of the given reaction. (1) Given the reactants [O:1]1[CH:5]=[CH:4][C:3]([S:6]([NH2:9])(=[O:8])=[O:7])=[CH:2]1.C=O.C[O:13][P:14]([O:17]C)[O:15]C.Br[Si](C)(C)[CH3:21], predict the reaction product. The product is: [O:1]1[CH:5]=[CH:4][C:3]([S:6]([NH:9][CH2:21][P:14](=[O:17])([OH:15])[OH:13])(=[O:8])=[O:7])=[CH:2]1. (2) Given the reactants [CH3:1][O:2][C:3](=[O:14])[CH2:4][CH2:5][C:6]1[CH:11]=[CH:10][C:9]([OH:12])=[CH:8][C:7]=1[CH3:13].Br[C:16]1[CH:21]=[C:20]([F:22])[CH:19]=[C:18]([Br:23])[CH:17]=1.C(=O)([O-])[O-].[Cs+].[Cs+].CC(C)(C(=O)CC(=O)C(C)(C)C)C, predict the reaction product. The product is: [CH3:1][O:2][C:3](=[O:14])[CH2:4][CH2:5][C:6]1[CH:11]=[CH:10][C:9]([O:12][C:16]2[CH:21]=[C:20]([F:22])[CH:19]=[C:18]([Br:23])[CH:17]=2)=[CH:8][C:7]=1[CH3:13]. (3) Given the reactants [N+:1]([C:4]1[CH:5]=[C:6]([C:20]#[N:21])[C:7](=[CH:10][C:11]=1[NH:12][C:13]1[CH:14]=[C:15]([CH3:19])[CH:16]=[CH:17][CH:18]=1)[C:8]#[N:9])([O-])=O.[CH3:22]CO.[O-]S(S([O-])=O)=O.[Na+].[Na+].Cl, predict the reaction product. The product is: [C:15]1([CH3:19])[CH:16]=[CH:17][CH:18]=[C:13]([N:12]2[C:11]3[CH:10]=[C:7]([C:8]#[N:9])[C:6]([C:20]#[N:21])=[CH:5][C:4]=3[N:1]=[CH:22]2)[CH:14]=1. (4) Given the reactants [NH2:1][C:2]1[N:7]=[C:6]([NH2:8])[C:5]([N:9]2[CH2:14][CH2:13][N:12]([C:15]3[CH:22]=[CH:21][C:18]([CH:19]=O)=[CH:17][CH:16]=3)[CH2:11][CH2:10]2)=[C:4]([CH3:23])[N:3]=1.[NH2:24][O:25][CH2:26][C:27]1[CH:28]=[CH:29][C:30]([Br:34])=[C:31]([OH:33])[CH:32]=1.[ClH:35].C(O)(C)C, predict the reaction product. The product is: [ClH:35].[Br:34][C:30]1[CH:29]=[CH:28][C:27]([CH2:26][O:25][N:24]=[CH:19][C:18]2[CH:17]=[CH:16][C:15]([N:12]3[CH2:11][CH2:10][N:9]([C:5]4[C:6]([NH2:8])=[N:7][C:2]([NH2:1])=[N:3][C:4]=4[CH3:23])[CH2:14][CH2:13]3)=[CH:22][CH:21]=2)=[CH:32][C:31]=1[OH:33]. (5) Given the reactants C1(C)C=CC(C([C@@](C(O)=O)(O)[C@@](C(C2C=CC(C)=CC=2)=O)(O)C(O)=O)=O)=CC=1.[CH3:29][N:30]([CH3:50])[CH2:31][CH2:32][C@H:33]([O:39][C:40]1[C:49]2[C:44](=[CH:45][CH:46]=[CH:47][CH:48]=2)[CH:43]=[CH:42][CH:41]=1)[C:34]1[S:35][CH:36]=[CH:37][CH:38]=1.CN(C)CC[C@@H](OC1C2C(=CC=CC=2)C=CC=1)C1SC=CC=1, predict the reaction product. The product is: [CH3:50][N:30]([CH3:29])[CH2:31][CH2:32][CH:33]([O:39][C:40]1[C:49]2[C:44](=[CH:45][CH:46]=[CH:47][CH:48]=2)[CH:43]=[CH:42][CH:41]=1)[C:34]1[S:35][CH:36]=[CH:37][CH:38]=1.